Dataset: Catalyst prediction with 721,799 reactions and 888 catalyst types from USPTO. Task: Predict which catalyst facilitates the given reaction. (1) Reactant: C(O[C:4]([CH:6]([C:8]1[NH:9][C:10]2[CH2:15][CH2:14][N:13]([C:16]([O:18][CH2:19][C:20]3[CH:25]=[CH:24][CH:23]=[CH:22][CH:21]=3)=[O:17])[CH2:12][C:11]=2[N:26]=1)C)=O)C.[NH2:27][C:28]1[CH:36]=[CH:35][C:31]([C:32]([OH:34])=[O:33])=[CH:30][C:29]=1[NH:37][CH3:38].[CH3:39]N1C(=O)N(C)CCC1.C1C=CC=CC=1. Product: [CH2:19]([O:18][C:16]([N:13]1[CH2:14][CH2:15][C:10]2[NH:9][C:8]([CH:6]([C:38]3[N:37]([CH3:39])[C:29]4[CH:30]=[C:31]([C:32]([OH:34])=[O:33])[CH:35]=[CH:36][C:28]=4[N:27]=3)[CH3:4])=[N:26][C:11]=2[CH2:12]1)=[O:17])[C:20]1[CH:21]=[CH:22][CH:23]=[CH:24][CH:25]=1. The catalyst class is: 28. (2) Reactant: [CH:1]1([C:4](=O)[CH2:5][C:6]#[N:7])[CH2:3][CH2:2]1.[CH3:9][NH:10][NH2:11]. Product: [CH:1]1([C:4]2[CH:5]=[C:6]([NH2:7])[N:10]([CH3:9])[N:11]=2)[CH2:3][CH2:2]1. The catalyst class is: 52. (3) The catalyst class is: 51. Reactant: [Br:1][C:2]1[CH:3]=[C:4]2[C:9](=[C:10]([F:12])[CH:11]=1)[NH:8][C:7](=S)[CH2:6][CH2:5]2.[C:14]([NH:17][NH2:18])(=O)[CH3:15].C(OCC)(=O)C.O. Product: [Br:1][C:2]1[CH:3]=[C:4]2[C:9](=[C:10]([F:12])[CH:11]=1)[N:8]1[C:14]([CH3:15])=[N:17][N:18]=[C:7]1[CH2:6][CH2:5]2.